This data is from Peptide-MHC class I binding affinity with 185,985 pairs from IEDB/IMGT. The task is: Regression. Given a peptide amino acid sequence and an MHC pseudo amino acid sequence, predict their binding affinity value. This is MHC class I binding data. (1) The peptide sequence is LIMEFNSLL. The MHC is HLA-A80:01 with pseudo-sequence HLA-A80:01. The binding affinity (normalized) is 0.0847. (2) The peptide sequence is FLSAKTLTV. The MHC is HLA-A02:01 with pseudo-sequence HLA-A02:01. The binding affinity (normalized) is 0.778. (3) The peptide sequence is SEINNLNLT. The MHC is HLA-B58:01 with pseudo-sequence HLA-B58:01. The binding affinity (normalized) is 0.0847.